This data is from Catalyst prediction with 721,799 reactions and 888 catalyst types from USPTO. The task is: Predict which catalyst facilitates the given reaction. (1) Reactant: [CH2:1]([O:5][CH:6]1[CH2:11][CH2:10][CH2:9][CH2:8][O:7]1)[CH2:2][C:3]#[CH:4].[Li]CCCC.CCCCCC.[CH2:23]=[O:24]. Product: [O:7]1[CH2:8][CH2:9][CH2:10][CH2:11][CH:6]1[O:5][CH2:1][CH2:2][C:3]#[C:4][CH2:23][OH:24]. The catalyst class is: 1. (2) Reactant: [Cl:1][C:2]1[CH:7]=[C:6]([Cl:8])[CH:5]=[C:4](I)[C:3]=1[OH:10].C([Mg]Cl)(C)C.[Cl-].[Li+].[F:18][C:19]([F:26])([F:25])[C:20](OCC)=[O:21]. Product: [Cl:1][C:2]1[C:3]([OH:10])=[C:4]([C:20](=[O:21])[C:19]([F:26])([F:25])[F:18])[CH:5]=[C:6]([Cl:8])[CH:7]=1. The catalyst class is: 7. (3) Reactant: [F:1][C:2]1[C:14]([F:15])=[CH:13][CH:12]=[CH:11][C:3]=1[CH2:4][N:5]1[CH2:9][CH2:8][CH2:7][C:6]1=O.O=P(Cl)(Cl)Cl.[NH2:21][C:22](=[C:24]([C:30]([O:32][CH2:33][CH3:34])=[O:31])[C:25]([O:27][CH2:28][CH3:29])=[O:26])[CH3:23].C([O-])(O)=O.[Na+].O. Product: [F:1][C:2]1[C:14]([F:15])=[CH:13][CH:12]=[CH:11][C:3]=1[CH2:4][N:5]1[CH2:9][CH2:8][CH2:7]/[C:6]/1=[N:21]\[C:22](=[C:24]([C:25]([O:27][CH2:28][CH3:29])=[O:26])[C:30]([O:32][CH2:33][CH3:34])=[O:31])[CH3:23]. The catalyst class is: 26. (4) Reactant: [F:1][C:2]1[CH:10]=[CH:9][C:5]([C:6]([OH:8])=O)=[CH:4][CH:3]=1.O.ON1C2C=CC=CC=2N=N1.[CH3:22][CH:23]([N:25]1[CH2:30][CH2:29][CH:28]([O:31][C:32]2[CH:37]=[CH:36][C:35]([CH:38]3[CH2:43][CH2:42][NH:41][CH2:40][CH2:39]3)=[CH:34][CH:33]=2)[CH2:27][CH2:26]1)[CH3:24]. Product: [F:1][C:2]1[CH:3]=[CH:4][C:5]([C:6]([N:41]2[CH2:42][CH2:43][CH:38]([C:35]3[CH:34]=[CH:33][C:32]([O:31][CH:28]4[CH2:29][CH2:30][N:25]([CH:23]([CH3:24])[CH3:22])[CH2:26][CH2:27]4)=[CH:37][CH:36]=3)[CH2:39][CH2:40]2)=[O:8])=[CH:9][CH:10]=1. The catalyst class is: 4. (5) Reactant: C1C(=O)N([Br:8])C(=O)C1.C1COCC1.[CH3:14][C:15]1[O:19][C:18]([C:20]2[N:21]=[C:22]([NH2:29])[C:23]3[CH:28]=[CH:27][S:26][C:24]=3[N:25]=2)=[CH:17][CH:16]=1. Product: [Br:8][C:27]1[S:26][C:24]2[N:25]=[C:20]([C:18]3[O:19][C:15]([CH3:14])=[CH:16][CH:17]=3)[N:21]=[C:22]([NH2:29])[C:23]=2[CH:28]=1. The catalyst class is: 25. (6) Reactant: [C:1](/[CH:3]=[C:4](\[NH:13][C:14](=O)[O:15]CC)/[C:5]1[CH:10]=[CH:9][C:8]([F:11])=[CH:7][C:6]=1[F:12])#[N:2].[CH3:19][CH:20]([N:22]1[CH2:27][CH2:26][CH:25]([C:28]([NH:30][NH2:31])=O)[CH2:24][CH2:23]1)[CH3:21].O. The catalyst class is: 60. Product: [F:12][C:6]1[CH:7]=[C:8]([F:11])[CH:9]=[CH:10][C:5]=1[C:4]1[NH:13][C:14](=[O:15])[N:31]2[N:30]=[C:28]([CH:25]3[CH2:26][CH2:27][N:22]([CH:20]([CH3:21])[CH3:19])[CH2:23][CH2:24]3)[N:2]=[C:1]2[CH:3]=1.